This data is from Forward reaction prediction with 1.9M reactions from USPTO patents (1976-2016). The task is: Predict the product of the given reaction. (1) The product is: [C:1]([O:5][C:6](=[O:20])[CH2:7][O:8][C:9]1[CH:14]=[CH:13][C:12]([S:15][CH2:16][CH2:17][CH2:32][C:31]#[C:30][C:27]2[CH:26]=[CH:25][C:24]([O:23][C:22]([F:21])([F:40])[F:41])=[CH:29][CH:28]=2)=[CH:11][C:10]=1[CH3:19])([CH3:4])([CH3:3])[CH3:2]. Given the reactants [C:1]([O:5][C:6](=[O:20])[CH2:7][O:8][C:9]1[CH:14]=[CH:13][C:12]([S:15][C:16](=O)[CH3:17])=[CH:11][C:10]=1[CH3:19])([CH3:4])([CH3:3])[CH3:2].[F:21][C:22]([F:41])([F:40])[O:23][C:24]1[CH:29]=[CH:28][C:27]([C:30]#[C:31][CH2:32]CCOS(C)(=O)=O)=[CH:26][CH:25]=1, predict the reaction product. (2) Given the reactants [CH3:1][C@H:2]1[CH2:7][NH:6][CH2:5][C@@H:4]([NH:8]C(=O)OC(C)(C)C)[CH2:3]1.FC(F)(F)S(O[C:22]1[C:31]2[C:26](=[CH:27][CH:28]=[C:29]([C:32]3[CH:37]=[CH:36][CH:35]=[C:34]([C:38]4[S:39][CH:40]=[CH:41][N:42]=4)[N:33]=3)[CH:30]=2)[N:25]=[CH:24][CH:23]=1)(=O)=O.CCN(C(C)C)C(C)C, predict the reaction product. The product is: [CH3:1][C@H:2]1[CH2:7][N:6]([C:22]2[C:31]3[C:26](=[CH:27][CH:28]=[C:29]([C:32]4[CH:37]=[CH:36][CH:35]=[C:34]([C:38]5[S:39][CH:40]=[CH:41][N:42]=5)[N:33]=4)[CH:30]=3)[N:25]=[CH:24][CH:23]=2)[CH2:5][C@@H:4]([NH2:8])[CH2:3]1. (3) Given the reactants [CH3:1][CH:2]([CH3:13])[C:3](=[O:12])[CH2:4][C:5](=O)[C:6]([O:8][CH2:9][CH3:10])=[O:7].Cl.[NH2:15]O, predict the reaction product. The product is: [CH:2]([C:3]1[O:12][N:15]=[C:5]([C:6]([O:8][CH2:9][CH3:10])=[O:7])[CH:4]=1)([CH3:13])[CH3:1]. (4) Given the reactants ClC1C=CC=C(C(OO)=[O:9])C=1.[CH3:12][C:13]1[CH:14]=[C:15]([NH:25][S:26]([C:29]2[CH:34]=[CH:33][CH:32]=[CH:31][CH:30]=2)(=[O:28])=[O:27])[CH:16]=[C:17]([CH3:24])[C:18]=1[S:19][CH2:20][N+:21]([O-:23])=[O:22].C(=O)(O)[O-].[Na+], predict the reaction product. The product is: [CH3:12][C:13]1[CH:14]=[C:15]([NH:25][S:26]([C:29]2[CH:34]=[CH:33][CH:32]=[CH:31][CH:30]=2)(=[O:27])=[O:28])[CH:16]=[C:17]([CH3:24])[C:18]=1[S:19]([CH2:20][N+:21]([O-:23])=[O:22])=[O:9].